This data is from Reaction yield outcomes from USPTO patents with 853,638 reactions. The task is: Predict the reaction yield, written as a fraction of the theoretical maximum amount of product (1.0 means a 100% yield; for example, 0.34 means a 34% yield). (1) The reactants are [Cl:1][C:2]1[C:8]([C:9]2[O:10][C:11]3[CH:17]=[CH:16][CH:15]=[CH:14][C:12]=3[N:13]=2)=[CH:7][C:5]([NH2:6])=[C:4]([NH:18][CH:19]2[CH2:24][CH2:23][O:22][CH2:21][CH2:20]2)[CH:3]=1.Cl.[C:26](=N)(OC)[CH3:27].O. The catalyst is CO. The product is [O:10]1[C:11]2[CH:17]=[CH:16][CH:15]=[CH:14][C:12]=2[N:13]=[C:9]1[C:8]1[C:2]([Cl:1])=[CH:3][C:4]2[N:18]([CH:19]3[CH2:24][CH2:23][O:22][CH2:21][CH2:20]3)[C:26]([CH3:27])=[N:6][C:5]=2[CH:7]=1. The yield is 0.790. (2) The reactants are [C:1]([C:4]1[CH:24]=[CH:23][CH:22]=[CH:21][C:5]=1[C:6]([C:8]1[CH:20]=[CH:19][C:11]2[S:12][C:13]3[CH:18]=[CH:17][CH:16]=[CH:15][C:14]=3[C:10]=2[CH:9]=1)=[O:7])(O)=[O:2].P(Cl)(Cl)(Cl)(Cl)Cl.[Cl-].[Al+3].[Cl-].[Cl-].CC(C)=O. The catalyst is ClC1C=CC=CC=1Cl. The product is [CH:15]1[C:14]2[C:10]3[CH:9]=[C:8]4[C:20]([C:1](=[O:2])[C:4]5[CH:24]=[CH:23][CH:22]=[CH:21][C:5]=5[C:6]4=[O:7])=[CH:19][C:11]=3[S:12][C:13]=2[CH:18]=[CH:17][CH:16]=1. The yield is 0.160.